Dataset: Catalyst prediction with 721,799 reactions and 888 catalyst types from USPTO. Task: Predict which catalyst facilitates the given reaction. (1) Reactant: Cl[C:2]1[N:7]=[C:6]([NH:8][CH2:9][C:10]2[CH:15]=[CH:14][C:13]([CH3:16])=[CH:12][CH:11]=2)[N:5]=[C:4]([NH:17][CH:18]2[NH:22][C:21](=[O:23])[N:20]([CH3:24])[C:19]2=[O:25])[N:3]=1.C(=O)([O-])[O-].[K+].[K+].[CH3:32][O:33][C:34]1[CH:41]=[CH:40][C:37]([CH2:38][NH2:39])=[CH:36][CH:35]=1. Product: [CH3:16][C:13]1[CH:14]=[CH:15][C:10]([CH2:9][NH:8][C:6]2[N:7]=[C:2]([NH:39][CH2:38][C:37]3[CH:40]=[CH:41][C:34]([O:33][CH3:32])=[CH:35][CH:36]=3)[N:3]=[C:4]([NH:17][CH:18]3[NH:22][C:21](=[O:23])[N:20]([CH3:24])[C:19]3=[O:25])[N:5]=2)=[CH:11][CH:12]=1. The catalyst class is: 35. (2) Reactant: N#N.C([Si](C)(C)[O:8][CH:9]([C:11]1[O:12][C:13]([CH2:16][N:17]2[N:21]=[C:20]([NH:22][C:23]([C:25]3[N:26]=[C:27]([CH3:37])[O:28][C:29]=3[C:30]3[CH:35]=[CH:34][CH:33]=[C:32]([Cl:36])[CH:31]=3)=[O:24])[CH:19]=[N:18]2)=[CH:14][N:15]=1)[CH3:10])(C)(C)C.CCCC[N+](CCCC)(CCCC)CCCC.[F-]. Product: [OH:8][CH:9]([C:11]1[O:12][C:13]([CH2:16][N:17]2[N:21]=[C:20]([NH:22][C:23]([C:25]3[N:26]=[C:27]([CH3:37])[O:28][C:29]=3[C:30]3[CH:35]=[CH:34][CH:33]=[C:32]([Cl:36])[CH:31]=3)=[O:24])[CH:19]=[N:18]2)=[CH:14][N:15]=1)[CH3:10]. The catalyst class is: 721. (3) Reactant: [Br:1][C:2]1[CH:3]=[CH:4][C:5]([Cl:19])=[C:6]([CH:8]([C:10]2[CH:11]=[CH:12][C:13]3[O:17][CH2:16][CH2:15][C:14]=3[CH:18]=2)O)[CH:7]=1.C([SiH](CC)CC)C.B(F)(F)F.CCOCC. Product: [Br:1][C:2]1[CH:3]=[CH:4][C:5]([Cl:19])=[C:6]([CH2:8][C:10]2[CH:11]=[CH:12][C:13]3[O:17][CH2:16][CH2:15][C:14]=3[CH:18]=2)[CH:7]=1. The catalyst class is: 4. (4) Reactant: [CH2:1]([O:8][C:9]1[CH:10]=[C:11]2[C:16](=[C:17]([N+:20]([O-:22])=[O:21])[C:18]=1[OH:19])[C:15](=[O:23])[C:14]([CH3:25])([CH3:24])[CH2:13][CH2:12]2)[C:2]1C=CC=CC=1.Br.[C:27](O)(=[O:29])[CH3:28].N1C=CC=CC=1.C(OC(=O)C)(=[O:39])C. Product: [C:27]([O:19][C:18]1[C:9]([O:8][C:1](=[O:39])[CH3:2])=[CH:10][C:11]2[CH2:12][CH2:13][C:14]([CH3:25])([CH3:24])[C:15](=[O:23])[C:16]=2[C:17]=1[N+:20]([O-:22])=[O:21])(=[O:29])[CH3:28]. The catalyst class is: 112. (5) Reactant: [OH:1][C:2]1[CH:7]=[CH:6][C:5]([CH2:8][C:9]([O-:11])=[O:10])=[CH:4][CH:3]=1.Cl[C:13]1[N:18]=[C:17]([CH3:19])[C:16]([CH:20]=[O:21])=[CH:15][CH:14]=1.[C:22]([O-])([O-])=O.[K+].[K+]. Product: [CH3:22][O:10][C:9](=[O:11])[CH2:8][C:5]1[CH:4]=[CH:3][C:2]([O:1][C:13]2[CH:14]=[CH:15][C:16]([CH:20]=[O:21])=[C:17]([CH3:19])[N:18]=2)=[CH:7][CH:6]=1. The catalyst class is: 3. (6) Reactant: C1(O)C=CC(C2C=CC(O)=CC=2)=CC=1.C([O-])([O-])=O.[K+].[K+].[N+]([C:24]1[CH:25]=[C:26]([C:32]#[N:33])[C:27](=[CH:30][CH:31]=1)[C:28]#[N:29])([O-])=O.Cl. Product: [C:32](#[N:33])[C:26]1[C:27](=[CH:30][CH:31]=[CH:24][CH:25]=1)[C:28]#[N:29]. The catalyst class is: 885. (7) Reactant: [CH3:1][C@@H:2]1[CH2:7][CH2:6][CH2:5][CH2:4][C@@H:3]1[NH:8][C:9]1[C:14]([C:15](OCC)=[O:16])=[CH:13][N:12]=[C:11]2[NH:20][CH:21]=[CH:22][C:10]=12.[H-].[Al+3].[Li+].[H-].[H-].[H-].O.[OH-].[Na+]. Product: [CH3:1][C@@H:2]1[CH2:7][CH2:6][CH2:5][CH2:4][C@@H:3]1[NH:8][C:9]1[C:14]([CH2:15][OH:16])=[CH:13][N:12]=[C:11]2[NH:20][CH:21]=[CH:22][C:10]=12. The catalyst class is: 7.